Predict which catalyst facilitates the given reaction. From a dataset of Catalyst prediction with 721,799 reactions and 888 catalyst types from USPTO. (1) Reactant: [C:1]([C:5]1[CH:10]=[C:9]([Cl:11])[CH:8]=[CH:7][C:6]=1[NH:12][S:13]([C:16]([F:19])([F:18])[F:17])(=[O:15])=[O:14])(=O)[CH2:2][CH3:3].[C:20]1([NH:26][NH2:27])[CH:25]=[CH:24][CH:23]=[CH:22][CH:21]=1. Product: [C:20]1([NH:26][N:27]=[C:1]([C:5]2[CH:10]=[C:9]([Cl:11])[CH:8]=[CH:7][C:6]=2[NH:12][S:13]([C:16]([F:19])([F:18])[F:17])(=[O:15])=[O:14])[CH2:2][CH3:3])[CH:25]=[CH:24][CH:23]=[CH:22][CH:21]=1. The catalyst class is: 8. (2) Reactant: [F:1][CH:2]([F:26])[O:3][C:4]1[CH:5]=[C:6]([CH:10]([C:12]2([C:18]3[CH:23]=[C:22]([F:24])[CH:21]=[C:20]([F:25])[CH:19]=3)SCCCS2)[OH:11])[CH:7]=[CH:8][CH:9]=1.FC(F)(F)C(OC1C(OC(=O)C(F)(F)F)=C(I)C=CC=1)=[O:30].CCCCCC.CCOC(C)=O. Product: [F:1][CH:2]([F:26])[O:3][C:4]1[CH:5]=[C:6]([CH:10]([OH:11])[C:12]([C:18]2[CH:23]=[C:22]([F:24])[CH:21]=[C:20]([F:25])[CH:19]=2)=[O:30])[CH:7]=[CH:8][CH:9]=1. The catalyst class is: 47. (3) Reactant: [Cl:1][C:2]1[CH:7]=[CH:6][N:5]=[C:4]2[N:8](S(C3C=CC(C)=CC=3)(=O)=O)[C:9]([C:11]3[CH2:12][N:13]([C:16]([O:18][C:19]([CH3:22])([CH3:21])[CH3:20])=[O:17])[CH2:14][CH:15]=3)=[CH:10][C:3]=12.[OH-].[Na+]. Product: [Cl:1][C:2]1[CH:7]=[CH:6][N:5]=[C:4]2[NH:8][C:9]([C:11]3[CH2:12][N:13]([C:16]([O:18][C:19]([CH3:22])([CH3:21])[CH3:20])=[O:17])[CH2:14][CH:15]=3)=[CH:10][C:3]=12. The catalyst class is: 872. (4) Reactant: [CH2:1]([O:8][C:9]1[CH:13]=[C:12]([CH:14]=O)[N:11]([C:16]2[CH:21]=[CH:20][CH:19]=[CH:18][CH:17]=2)[N:10]=1)[C:2]1[CH:7]=[CH:6][CH:5]=[CH:4][CH:3]=1.[C:22]([O:25][CH2:26][CH2:27]P(OCC)(OCC)=O)(=[O:24])[CH3:23].CN(C)C=O.[H-].[Na+]. Product: [CH2:1]([O:8][C:9]1[CH:13]=[C:12](/[CH:14]=[CH:23]/[C:22]([O:25][CH2:26][CH3:27])=[O:24])[N:11]([C:16]2[CH:21]=[CH:20][CH:19]=[CH:18][CH:17]=2)[N:10]=1)[C:2]1[CH:7]=[CH:6][CH:5]=[CH:4][CH:3]=1. The catalyst class is: 6. (5) Reactant: [CH3:1][C:2]1[CH:3]=[C:4]([CH:8]=[C:9]([CH3:12])[C:10]=1[OH:11])[C:5]([OH:7])=[O:6].[C:13](OC(=O)C)(=[O:15])[CH3:14].O. Product: [C:13]([O:11][C:10]1[C:9]([CH3:12])=[CH:8][C:4]([C:5]([OH:7])=[O:6])=[CH:3][C:2]=1[CH3:1])(=[O:15])[CH3:14]. The catalyst class is: 17. (6) Reactant: Br[C:2]1[CH:7]=[CH:6][CH:5]=[CH:4][C:3]=1[S:8][CH2:9][C:10]([N:12]([CH:22]([CH3:24])[CH3:23])[NH:13][C:14](=[O:21])[C:15]1[CH:20]=[CH:19][CH:18]=[CH:17][CH:16]=1)=[O:11].C([O-])([O-])=O.[Na+].[Na+].[CH3:31][C:32]1[C:37]([CH3:38])=[CH:36][CH:35]=[CH:34][C:33]=1B(O)O. Product: [CH3:31][C:32]1[C:37]([CH3:38])=[CH:36][CH:35]=[CH:34][C:33]=1[C:2]1[CH:7]=[CH:6][CH:5]=[CH:4][C:3]=1[S:8][CH2:9][C:10]([N:12]([CH:22]([CH3:24])[CH3:23])[NH:13][C:14](=[O:21])[C:15]1[CH:20]=[CH:19][CH:18]=[CH:17][CH:16]=1)=[O:11]. The catalyst class is: 57. (7) The catalyst class is: 18. Product: [F:78][C:75]1[CH:74]=[CH:73][C:72]([C:66]2[O:65][C:62]3=[CH:63][N:64]=[C:59]([C:44]4[CH:45]=[C:46]([CH:50]=[CH:51][CH:52]=4)[C:47]([OH:49])=[O:48])[CH:60]=[C:61]3[C:67]=2[C:68](=[O:71])[NH:69][CH3:70])=[CH:77][CH:76]=1. Reactant: C1(P(C2CCCCC2)C2C=CC=CC=2C2C(OC)=CC=C(S([O-])(=O)=O)C=2OC)CCCCC1.[Na+].C([O-])([O-])=O.[Cs+].[Cs+].B([C:44]1[CH:45]=[C:46]([CH:50]=[CH:51][CH:52]=1)[C:47]([OH:49])=[O:48])(O)O.FC(F)(F)S(O[C:59]1[CH:60]=[C:61]2[C:67]([C:68](=[O:71])[NH:69][CH3:70])=[C:66]([C:72]3[CH:77]=[CH:76][C:75]([F:78])=[CH:74][CH:73]=3)[O:65][C:62]2=[CH:63][N:64]=1)(=O)=O.